Predict the product of the given reaction. From a dataset of Forward reaction prediction with 1.9M reactions from USPTO patents (1976-2016). (1) Given the reactants [Cl:1][C:2]1[C:10](B2OC(C)(C)C(C)(C)O2)=[C:9]2[C:5]([C:6]([CH2:25][CH2:26][CH2:27][O:28][C:29]3[CH:34]=[C:33]([CH3:35])[C:32]([Cl:36])=[C:31]([CH3:37])[CH:30]=3)=[C:7]([C:20]([O:22][CH2:23][CH3:24])=[O:21])[NH:8]2)=[CH:4][CH:3]=1.[OH-:38].[Na+].OO, predict the reaction product. The product is: [Cl:1][C:2]1[C:10]([OH:38])=[C:9]2[C:5]([C:6]([CH2:25][CH2:26][CH2:27][O:28][C:29]3[CH:34]=[C:33]([CH3:35])[C:32]([Cl:36])=[C:31]([CH3:37])[CH:30]=3)=[C:7]([C:20]([O:22][CH2:23][CH3:24])=[O:21])[NH:8]2)=[CH:4][CH:3]=1. (2) Given the reactants [C:1]([C:5]1[O:9][N:8]=[C:7]([NH:10][C:11]([NH:13][CH2:14][C:15]2[CH:20]=[CH:19][C:18]([C:21]3[N:25]4[CH:26]=[CH:27][C:28]([C:30]5[CH:31]=[N:32][C:33]([O:36]C)=[CH:34][CH:35]=5)=[CH:29][C:24]4=[N:23][CH:22]=3)=[CH:17][CH:16]=2)=[O:12])[CH:6]=1)([CH3:4])([CH3:3])[CH3:2], predict the reaction product. The product is: [C:1]([C:5]1[O:9][N:8]=[C:7]([NH:10][C:11]([NH:13][CH2:14][C:15]2[CH:16]=[CH:17][C:18]([C:21]3[N:25]4[CH:26]=[CH:27][C:28]([C:30]5[CH:35]=[CH:34][C:33](=[O:36])[NH:32][CH:31]=5)=[CH:29][C:24]4=[N:23][CH:22]=3)=[CH:19][CH:20]=2)=[O:12])[CH:6]=1)([CH3:4])([CH3:2])[CH3:3]. (3) Given the reactants [CH3:1][N+:2]([O-])([CH3:4])C.C[Si]([N-][Si](C)(C)C)(C)C.[Li+].[C:16]1(C)C=CC=CC=1.[Cl:23][C:24]1[CH:29]=[CH:28][CH:27]=[CH:26][C:25]=1/[CH:30]=[CH:31]/[C:32]1[CH:37]=[C:36]([Cl:38])[CH:35]=[CH:34][C:33]=1[OH:39].[Li+].C[Si]([N-][Si](C)(C)C)(C)C.C1(C)C=CC=CC=1, predict the reaction product. The product is: [CH3:1][N:2]1[CH2:4][CH2:16][C@@H:31]([C:32]2[CH:37]=[C:36]([Cl:38])[CH:35]=[CH:34][C:33]=2[OH:39])[C@@H:30]1[C:25]1[CH:26]=[CH:27][CH:28]=[CH:29][C:24]=1[Cl:23]. (4) The product is: [CH:1]1([C:4]2[CH:5]=[C:6]([NH2:7])[NH:11][N:10]=2)[CH2:3][CH2:2]1. Given the reactants [CH:1]1([C:4](=O)[CH2:5][C:6]#[N:7])[CH2:3][CH2:2]1.O.[NH2:10][NH2:11], predict the reaction product. (5) Given the reactants [Li+].CC([N-]C(C)C)C.[N:9]1[CH:14]=[CH:13][CH:12]=[C:11]([CH3:15])[C:10]=1[CH3:16].C([O:19][CH:20]=[C:21]([C:27](OCC)=O)[C:22]([O:24][CH2:25][CH3:26])=[O:23])C, predict the reaction product. The product is: [CH3:15][C:11]1[C:10]2[N:9]([C:20](=[O:19])[C:21]([C:22]([O:24][CH2:25][CH3:26])=[O:23])=[CH:27][CH:16]=2)[CH:14]=[CH:13][CH:12]=1.